Dataset: Peptide-MHC class II binding affinity with 134,281 pairs from IEDB. Task: Regression. Given a peptide amino acid sequence and an MHC pseudo amino acid sequence, predict their binding affinity value. This is MHC class II binding data. (1) The peptide sequence is SQDLELSWNMNGLQAY. The MHC is DRB1_0802 with pseudo-sequence DRB1_0802. The binding affinity (normalized) is 0.310. (2) The MHC is HLA-DQA10201-DQB10402 with pseudo-sequence HLA-DQA10201-DQB10402. The binding affinity (normalized) is 0. The peptide sequence is VENVRVAYGKCDSAG. (3) The peptide sequence is GETLLRAVESYLLAH. The MHC is HLA-DQA10501-DQB10201 with pseudo-sequence HLA-DQA10501-DQB10201. The binding affinity (normalized) is 0.344. (4) The peptide sequence is KFAEGRRGAAEVLVVK. The MHC is DRB1_0701 with pseudo-sequence DRB1_0701. The binding affinity (normalized) is 0.309. (5) The peptide sequence is GTKGEAKDVIPEGWK. The MHC is DRB1_0701 with pseudo-sequence DRB1_0701. The binding affinity (normalized) is 0.0230. (6) The peptide sequence is GHMLDMYSVMLTNDN. The MHC is DRB5_0101 with pseudo-sequence DRB5_0101. The binding affinity (normalized) is 0.206. (7) The peptide sequence is SQDLELSWNYNGLQAY. The MHC is HLA-DQA10101-DQB10501 with pseudo-sequence HLA-DQA10101-DQB10501. The binding affinity (normalized) is 0.390.